From a dataset of Forward reaction prediction with 1.9M reactions from USPTO patents (1976-2016). Predict the product of the given reaction. (1) Given the reactants [CH3:1][CH:2]([NH2:4])[CH3:3].[CH2:5]=O.C[Si]([N:11]=[N+:12]=[N-:13])(C)C.[F:14][C:15]([F:25])([F:24])[C:16]1[CH:21]=[CH:20][C:19]([N+:22]#[C-:23])=[CH:18][CH:17]=1, predict the reaction product. The product is: [F:14][C:15]([F:24])([F:25])[C:16]1[CH:17]=[CH:18][C:19]([N:22]2[C:23]([CH2:5][NH:4][CH:2]([CH3:3])[CH3:1])=[N:13][N:12]=[N:11]2)=[CH:20][CH:21]=1. (2) Given the reactants [F:1][C:2]1[C:3]([N+:40]([O-])=O)=[C:4]([NH:9][C:10]2[C:18]3[O:17][CH2:16][C@@H:15]([N:19]([C:34](=[O:39])[C:35]([F:38])([F:37])[F:36])[C:20]4[CH:33]=[CH:32][C:23]5[C@H:24]([CH2:27][C:28]([O:30][CH3:31])=[O:29])[CH2:25][O:26][C:22]=5[CH:21]=4)[C:14]=3[CH:13]=[CH:12][CH:11]=2)[CH:5]=[C:6]([F:8])[CH:7]=1, predict the reaction product. The product is: [NH2:40][C:3]1[C:2]([F:1])=[CH:7][C:6]([F:8])=[CH:5][C:4]=1[NH:9][C:10]1[C:18]2[O:17][CH2:16][C@@H:15]([N:19]([C:34](=[O:39])[C:35]([F:36])([F:38])[F:37])[C:20]3[CH:33]=[CH:32][C:23]4[C@H:24]([CH2:27][C:28]([O:30][CH3:31])=[O:29])[CH2:25][O:26][C:22]=4[CH:21]=3)[C:14]=2[CH:13]=[CH:12][CH:11]=1. (3) Given the reactants C1(P(=[N:20][C:21]2[CH:26]=[CH:25][CH:24]=[CH:23][C:22]=2/[CH:27]=[CH:28]/[C:29]([O:31][CH3:32])=[O:30])(C2C=CC=CC=2)C2C=CC=CC=2)C=CC=CC=1.[Cl:33][C:34]1[CH:39]=[CH:38][C:37]([N:40]=[C:41]=O)=[C:36]([CH3:43])[CH:35]=1.[Cl:44][C:45]1[CH:46]=[C:47]([N:51]2[CH2:56][CH2:55][NH:54][CH2:53][CH2:52]2)[CH:48]=[CH:49][CH:50]=1, predict the reaction product. The product is: [Cl:44][C:45]1[CH:46]=[C:47]([N:51]2[CH2:56][CH2:55][N:54]([C:41]3[N:40]([C:37]4[CH:38]=[CH:39][C:34]([Cl:33])=[CH:35][C:36]=4[CH3:43])[CH:27]([CH2:28][C:29]([O:31][CH3:32])=[O:30])[C:22]4[C:21](=[CH:26][CH:25]=[CH:24][CH:23]=4)[N:20]=3)[CH2:53][CH2:52]2)[CH:48]=[CH:49][CH:50]=1. (4) The product is: [CH2:1]([O:3][C:4]([C:6]1[N:7]=[CH:8][N:9]=[N:10][C:11]=1[Cl:15])=[O:5])[CH3:2]. Given the reactants [CH2:1]([O:3][C:4]([C:6]1[C:11](=O)[NH:10][N:9]=[CH:8][N:7]=1)=[O:5])[CH3:2].O=P(Cl)(Cl)[Cl:15], predict the reaction product. (5) Given the reactants [H-].[Na+].[CH2:3]([OH:7])[C:4]#[C:5][CH3:6].Cl[C:9]1[CH:14]=[C:13]([O:15][CH2:16][CH2:17][C:18]([CH3:21])([CH3:20])[CH3:19])[N:12]=[CH:11][N:10]=1.[Cl-].[NH4+], predict the reaction product. The product is: [CH2:3]([O:7][C:9]1[CH:14]=[C:13]([O:15][CH2:16][CH2:17][C:18]([CH3:21])([CH3:20])[CH3:19])[N:12]=[CH:11][N:10]=1)[C:4]#[C:5][CH3:6]. (6) Given the reactants C(N(CC)CC)C.[CH2:8]([C:10]1[O:14][N:13]=[C:12](C(Cl)=O)[CH:11]=1)C.[C:18]1([C:24]2[N:25]=[C:26]3[N:31]=[C:30]([NH2:32])[CH:29]=[CH:28][N:27]3[CH:33]=2)[CH:23]=[CH:22][CH:21]=[CH:20][CH:19]=1.[OH2:34].CC#N, predict the reaction product. The product is: [C:18]1([C:24]2[N:25]=[C:26]3[N:31]=[C:30]([NH:32][C:8]([C:10]4[O:14][N:13]=[CH:12][CH:11]=4)=[O:34])[CH:29]=[CH:28][N:27]3[CH:33]=2)[CH:19]=[CH:20][CH:21]=[CH:22][CH:23]=1.